Dataset: Forward reaction prediction with 1.9M reactions from USPTO patents (1976-2016). Task: Predict the product of the given reaction. Given the reactants [N+:1]([O-:4])([O-])=[O:2].[K+].[C:6]1(=[O:16])[C:15]2[C:10](=[CH:11][CH:12]=[CH:13][CH:14]=2)[CH2:9][CH2:8][NH:7]1.C(OC(=O)C)C, predict the reaction product. The product is: [N+:1]([C:13]1[CH:14]=[C:15]2[C:10]([CH2:9][CH2:8][NH:7][C:6]2=[O:16])=[CH:11][CH:12]=1)([O-:4])=[O:2].